Dataset: NCI-60 drug combinations with 297,098 pairs across 59 cell lines. Task: Regression. Given two drug SMILES strings and cell line genomic features, predict the synergy score measuring deviation from expected non-interaction effect. (1) Drug 1: CCC1(CC2CC(C3=C(CCN(C2)C1)C4=CC=CC=C4N3)(C5=C(C=C6C(=C5)C78CCN9C7C(C=CC9)(C(C(C8N6C=O)(C(=O)OC)O)OC(=O)C)CC)OC)C(=O)OC)O.OS(=O)(=O)O. Drug 2: C1=NNC2=C1C(=O)NC=N2. Cell line: RXF 393. Synergy scores: CSS=-2.21, Synergy_ZIP=1.29, Synergy_Bliss=0.666, Synergy_Loewe=-0.808, Synergy_HSA=-1.52. (2) Drug 1: C1=CC(=CC=C1C#N)C(C2=CC=C(C=C2)C#N)N3C=NC=N3. Drug 2: CN1C2=C(C=C(C=C2)N(CCCl)CCCl)N=C1CCCC(=O)O.Cl. Cell line: HCT116. Synergy scores: CSS=1.94, Synergy_ZIP=7.27, Synergy_Bliss=12.4, Synergy_Loewe=-0.271, Synergy_HSA=-1.30. (3) Drug 1: C1=C(C(=O)NC(=O)N1)N(CCCl)CCCl. Drug 2: CC1CCC2CC(C(=CC=CC=CC(CC(C(=O)C(C(C(=CC(C(=O)CC(OC(=O)C3CCCCN3C(=O)C(=O)C1(O2)O)C(C)CC4CCC(C(C4)OC)O)C)C)O)OC)C)C)C)OC. Cell line: HL-60(TB). Synergy scores: CSS=72.9, Synergy_ZIP=7.72, Synergy_Bliss=7.59, Synergy_Loewe=11.2, Synergy_HSA=12.1. (4) Drug 1: CNC(=O)C1=NC=CC(=C1)OC2=CC=C(C=C2)NC(=O)NC3=CC(=C(C=C3)Cl)C(F)(F)F. Drug 2: C#CCC(CC1=CN=C2C(=N1)C(=NC(=N2)N)N)C3=CC=C(C=C3)C(=O)NC(CCC(=O)O)C(=O)O. Cell line: U251. Synergy scores: CSS=-3.61, Synergy_ZIP=2.29, Synergy_Bliss=2.15, Synergy_Loewe=-2.49, Synergy_HSA=-2.26. (5) Drug 1: CN1C(=O)N2C=NC(=C2N=N1)C(=O)N. Drug 2: CCC1(C2=C(COC1=O)C(=O)N3CC4=CC5=C(C=CC(=C5CN(C)C)O)N=C4C3=C2)O. Cell line: SK-OV-3. Synergy scores: CSS=35.6, Synergy_ZIP=4.02, Synergy_Bliss=0.119, Synergy_Loewe=-47.7, Synergy_HSA=-3.82. (6) Drug 1: C1CC(C1)(C(=O)O)C(=O)O.[NH2-].[NH2-].[Pt+2]. Drug 2: CC1=C(C=C(C=C1)C(=O)NC2=CC(=CC(=C2)C(F)(F)F)N3C=C(N=C3)C)NC4=NC=CC(=N4)C5=CN=CC=C5. Cell line: SNB-19. Synergy scores: CSS=6.03, Synergy_ZIP=-0.782, Synergy_Bliss=-0.426, Synergy_Loewe=-0.601, Synergy_HSA=-1.03. (7) Drug 1: CC12CCC3C(C1CCC2=O)CC(=C)C4=CC(=O)C=CC34C. Drug 2: CC1=C2C(C(=O)C3(C(CC4C(C3C(C(C2(C)C)(CC1OC(=O)C(C(C5=CC=CC=C5)NC(=O)OC(C)(C)C)O)O)OC(=O)C6=CC=CC=C6)(CO4)OC(=O)C)O)C)O. Cell line: MALME-3M. Synergy scores: CSS=63.4, Synergy_ZIP=4.69, Synergy_Bliss=4.78, Synergy_Loewe=-0.659, Synergy_HSA=5.68.